This data is from Full USPTO retrosynthesis dataset with 1.9M reactions from patents (1976-2016). The task is: Predict the reactants needed to synthesize the given product. (1) The reactants are: O=[C:2]([C:6]1[CH:11]=[CH:10][C:9]([CH3:12])=[CH:8][CH:7]=1)[CH2:3][C:4]#[N:5].C(N(CC)CC)C.Cl.[C:21]([NH:25][NH2:26])([CH3:24])([CH3:23])[CH3:22]. Given the product [C:21]([N:25]1[C:4]([NH2:5])=[CH:3][C:2]([C:6]2[CH:7]=[CH:8][C:9]([CH3:12])=[CH:10][CH:11]=2)=[N:26]1)([CH3:24])([CH3:23])[CH3:22], predict the reactants needed to synthesize it. (2) Given the product [CH3:35][C:36]([CH3:41])([CH3:40])[C:37]([N:18]1[C:19]2[C:15](=[CH:14][CH:13]=[C:12]([NH:11][C:9](=[O:10])[C:8]3[CH:21]=[CH:22][C:5](/[CH:4]=[CH:3]/[C:2]([F:1])([F:24])[F:25])=[CH:6][C:7]=3[CH3:23])[CH:20]=2)[CH2:16][CH2:17]1)=[O:38], predict the reactants needed to synthesize it. The reactants are: [F:1][C:2]([F:25])([F:24])/[CH:3]=[CH:4]/[C:5]1[CH:22]=[CH:21][C:8]([C:9]([NH:11][C:12]2[CH:20]=[C:19]3[C:15]([CH2:16][CH2:17][NH:18]3)=[CH:14][CH:13]=2)=[O:10])=[C:7]([CH3:23])[CH:6]=1.C(N(CC)C(C)C)(C)C.[CH3:35][C:36]([CH3:41])([CH3:40])[C:37](Cl)=[O:38]. (3) Given the product [CH3:33][O:32][C:23]1[CH:24]=[C:25]([CH2:28][C:29](=[O:30])[N:17]2[CH2:16][CH2:15][CH:14](/[CH:13]=[CH:12]/[C:10]3[CH:9]=[CH:8][C:7]4[C:3](=[O:2])[O:4][CH2:5][C:6]=4[CH:11]=3)[CH2:19][CH2:18]2)[CH:26]=[CH:27][C:22]=1[C:20]#[N:21], predict the reactants needed to synthesize it. The reactants are: [Cl-].[O:2]=[C:3]1[C:7]2[CH:8]=[CH:9][C:10](/[CH:12]=[CH:13]/[CH:14]3[CH2:19][CH2:18][NH2+:17][CH2:16][CH2:15]3)=[CH:11][C:6]=2[CH2:5][O:4]1.[C:20]([C:22]1[CH:27]=[CH:26][C:25]([CH2:28][C:29](O)=[O:30])=[CH:24][C:23]=1[O:32][CH3:33])#[N:21]. (4) Given the product [OH:6][CH2:5][C:4]1[CH:3]=[C:2]([CH3:1])[C:11]([CH2:12][C:13]2[CH:18]=[CH:17][C:16]([O:19][CH2:20][O:21][CH3:22])=[C:15]([CH:14]=2)[C:23]([NH:24][CH2:25][CH2:26][C:27]2[CH:32]=[CH:31][CH:30]=[CH:29][CH:28]=2)=[O:33])=[C:10]([CH3:34])[CH:9]=1, predict the reactants needed to synthesize it. The reactants are: [CH3:1][C:2]1[CH:3]=[C:4]([CH:9]=[C:10]([CH3:34])[C:11]=1[CH2:12][C:13]1[CH:18]=[CH:17][C:16]([O:19][CH2:20][O:21][CH3:22])=[C:15]([C:23](=[O:33])[NH:24][CH2:25][CH2:26][C:27]2[CH:32]=[CH:31][CH:30]=[CH:29][CH:28]=2)[CH:14]=1)[C:5](OC)=[O:6].[Li+].[BH4-].CO.